The task is: Predict the reactants needed to synthesize the given product.. This data is from Full USPTO retrosynthesis dataset with 1.9M reactions from patents (1976-2016). Given the product [C:1]1([C:32]2[CH:33]=[CH:34][CH:35]=[CH:36][CH:37]=2)[CH:2]=[CH:3][C:4]([C@@:7]2([S:26]([CH2:29][CH2:30][CH3:31])(=[O:28])=[O:27])[CH2:11][NH:10][C@H:9]([C:22]([O:24][CH3:25])=[O:23])[CH2:8]2)=[CH:5][CH:6]=1, predict the reactants needed to synthesize it. The reactants are: [C:1]1([C:32]2[CH:37]=[CH:36][CH:35]=[CH:34][CH:33]=2)[CH:6]=[CH:5][C:4]([C@@:7]2([S:26]([CH2:29][CH2:30][CH3:31])(=[O:28])=[O:27])[CH2:11][N:10](C(OCC3C=CC=CC=3)=O)[C@H:9]([C:22]([O:24][CH3:25])=[O:23])[CH2:8]2)=[CH:3][CH:2]=1.I[Si](C)(C)C.